Predict the product of the given reaction. From a dataset of Forward reaction prediction with 1.9M reactions from USPTO patents (1976-2016). The product is: [Cl:35][C:36]1[C:41]([F:42])=[CH:40][CH:39]=[CH:38][C:37]=1[C:2]1[CH:11]=[CH:10][C:5]([C:6]([O:8][CH3:9])=[O:7])=[CH:4][C:3]=1[CH2:12][O:13][CH3:14]. Given the reactants Br[C:2]1[CH:11]=[CH:10][C:5]([C:6]([O:8][CH3:9])=[O:7])=[CH:4][C:3]=1[CH2:12][O:13][CH3:14].FC1C(C)=C(C2C=CC(C(O)=O)=CC=2COC)C=CC=1.[Cl:35][C:36]1[C:41]([F:42])=[CH:40][CH:39]=[CH:38][C:37]=1B(O)O.[F-].[Cs+].C1(P(C2CCCCC2)C2C=CC=CC=2C2C(OC)=CC=CC=2OC)CCCCC1, predict the reaction product.